Dataset: Forward reaction prediction with 1.9M reactions from USPTO patents (1976-2016). Task: Predict the product of the given reaction. (1) Given the reactants [F:1][C:2]1[CH:34]=[CH:33][CH:32]=[CH:31][C:3]=1[CH2:4][NH:5][C:6]1[C:7]([NH2:30])=[N:8][C:9]([C:13]2[C:21]3[C:16](=[N:17][CH:18]=[CH:19][CH:20]=3)[N:15]([CH2:22][C:23]3[CH:28]=[CH:27][CH:26]=[CH:25][C:24]=3[F:29])[N:14]=2)=[N:10][C:11]=1[NH2:12].C1N=CN([C:40](N2C=NC=C2)=[O:41])C=1.C(N(CC)CC)C, predict the reaction product. The product is: [NH2:30][C:7]1[N:8]=[C:9]([C:13]2[C:21]3[C:16](=[N:17][CH:18]=[CH:19][CH:20]=3)[N:15]([CH2:22][C:23]3[CH:28]=[CH:27][CH:26]=[CH:25][C:24]=3[F:29])[N:14]=2)[N:10]=[C:11]2[C:6]=1[N:5]([CH2:4][C:3]1[CH:31]=[CH:32][CH:33]=[CH:34][C:2]=1[F:1])[C:40](=[O:41])[NH:12]2. (2) Given the reactants N1C=CC=CC=1.[O:7]([Si:15]([CH3:18])([CH3:17])[CH3:16])S(C(F)(F)F)(=O)=O.[CH2:19]([C:21](O)([CH2:52][CH3:53])[C:22]#[C:23][C:24]1[CH:29]=[CH:28][C:27]([C:30]([CH2:49][CH3:50])([C:33]2[CH:38]=[CH:37][C:36]([B:39]3[O:43][C:42]([CH3:45])([CH3:44])[C:41]([CH3:47])([CH3:46])[O:40]3)=[C:35]([CH3:48])[CH:34]=2)[CH2:31][CH3:32])=[CH:26][C:25]=1[CH3:51])[CH3:20].C(=O)(O)[O-].[Na+], predict the reaction product. The product is: [CH2:31]([C:30]([C:33]1[CH:38]=[CH:37][C:36]([B:39]2[O:40][C:41]([CH3:46])([CH3:47])[C:42]([CH3:45])([CH3:44])[O:43]2)=[C:35]([CH3:48])[CH:34]=1)([C:27]1[CH:28]=[CH:29][C:24]([C:23]#[C:22][C:21]([CH2:19][CH3:20])([O:7][Si:15]([CH3:18])([CH3:17])[CH3:16])[CH2:52][CH3:53])=[C:25]([CH3:51])[CH:26]=1)[CH2:49][CH3:50])[CH3:32]. (3) Given the reactants C1C=CC2N(O)N=NC=2C=1.CCN=C=NCCCN(C)C.Cl.[CH2:23]([O:25][C:26]1[CH:27]=[C:28]([CH:32]=[C:33]([O:40][CH2:41][CH3:42])[C:34]=1[C:35]1[CH:36]=[N:37][NH:38][CH:39]=1)[C:29]([OH:31])=O)[CH3:24].Cl.[NH:44]1[C:48]([C:49]2[CH:50]=[C:51]3[C:61](=[CH:62][CH:63]=2)[O:60][C:54]2([CH2:59][CH2:58][NH:57][CH2:56][CH2:55]2)[CH2:53][C:52]3=[O:64])=[N:47][N:46]=[N:45]1, predict the reaction product. The product is: [CH2:41]([O:40][C:33]1[CH:32]=[C:28]([C:29]([N:57]2[CH2:58][CH2:59][C:54]3([CH2:53][C:52](=[O:64])[C:51]4[C:61](=[CH:62][CH:63]=[C:49]([C:48]5[NH:47][N:46]=[N:45][N:44]=5)[CH:50]=4)[O:60]3)[CH2:55][CH2:56]2)=[O:31])[CH:27]=[C:26]([O:25][CH2:23][CH3:24])[C:34]=1[C:35]1[CH:36]=[N:37][NH:38][CH:39]=1)[CH3:42]. (4) Given the reactants [Br:1][C:2]1[CH:18]=[CH:17][C:5]([O:6][Si:7]([CH:14]([CH3:16])[CH3:15])([CH:11]([CH3:13])[CH3:12])[CH:8]([CH3:10])[CH3:9])=[C:4]([Cl:19])[CH:3]=1.[Li+].CC([N-]C(C)C)C.[I:28]I, predict the reaction product. The product is: [Br:1][C:2]1[CH:18]=[CH:17][C:5]([O:6][Si:7]([CH:14]([CH3:16])[CH3:15])([CH:8]([CH3:9])[CH3:10])[CH:11]([CH3:12])[CH3:13])=[C:4]([Cl:19])[C:3]=1[I:28]. (5) Given the reactants [Br:1][C:2]1[C:11]2[C:6](=[C:7]([Br:21])[CH:8]=[C:9]([C:12]([C:14]3[CH:19]=[CH:18][C:17]([Cl:20])=[CH:16][CH:15]=3)=[O:13])[CH:10]=2)[N:5]=[C:4]([O:22][C:23]([CH3:26])([CH3:25])[CH3:24])[CH:3]=1.[Cl:27][C:28]1[CH:33]=[CH:32][C:31]([Mg]Br)=[CH:30][CH:29]=1, predict the reaction product. The product is: [Cl:20][C:17]1[CH:16]=[CH:15][C:14]([C:12]([C:31]2[CH:32]=[CH:33][C:28]([Cl:27])=[CH:29][CH:30]=2)([C:9]2[CH:10]=[C:11]3[C:6](=[C:7]([Br:21])[CH:8]=2)[N:5]=[C:4]([O:22][C:23]([CH3:26])([CH3:25])[CH3:24])[CH:3]=[C:2]3[Br:1])[OH:13])=[CH:19][CH:18]=1. (6) Given the reactants C(O[C:6]([N:8]1[CH2:13][CH2:12][C@H:11]([NH:14][C:15]([O:17][CH2:18][C:19]2[CH:24]=[CH:23][CH:22]=[CH:21][CH:20]=2)=[O:16])[C@H:10]([NH:25][C:26](=[O:40])[C:27]2[CH:32]=[CH:31][C:30]([N:33]3[CH:38]=[CH:37][CH:36]=[CH:35][C:34]3=[O:39])=[CH:29][CH:28]=2)[CH2:9]1)=O)(C)(C)C.C(Cl)Cl.C=O.[BH3-]C#N.[Na+], predict the reaction product. The product is: [CH2:18]([O:17][C:15](=[O:16])[NH:14][C@H:11]1[CH2:12][CH2:13][N:8]([CH3:6])[CH2:9][C@H:10]1[NH:25][C:26](=[O:40])[C:27]1[CH:28]=[CH:29][C:30]([N:33]2[CH:38]=[CH:37][CH:36]=[CH:35][C:34]2=[O:39])=[CH:31][CH:32]=1)[C:19]1[CH:24]=[CH:23][CH:22]=[CH:21][CH:20]=1. (7) Given the reactants [N:1]([CH2:4][C@@H:5]([OH:23])[C@@H:6]([NH:14][C:15]1[C:16](=O)[C:17](=[O:21])[C:18]=1[O:19]C)[CH2:7][CH:8]1[CH2:13][CH2:12][CH2:11][CH2:10][CH2:9]1)=[N+:2]=[N-:3].Cl.[CH3:25][O:26][CH2:27][CH2:28][CH2:29][O:30][CH:31]([C:38]1[CH:43]=[CH:42][CH:41]=[CH:40][CH:39]=1)[CH:32]1[CH2:37][CH2:36][CH2:35][NH:34][CH2:33]1.CCN(CC)CC, predict the reaction product. The product is: [N:1]([CH2:4][C@@H:5]([OH:23])[C@@H:6]([NH:14][C:15]1[C:18](=[O:19])[C:17](=[O:21])[C:16]=1[N:34]1[CH2:35][CH2:36][CH2:37][CH:32]([CH:31]([O:30][CH2:29][CH2:28][CH2:27][O:26][CH3:25])[C:38]2[CH:39]=[CH:40][CH:41]=[CH:42][CH:43]=2)[CH2:33]1)[CH2:7][CH:8]1[CH2:9][CH2:10][CH2:11][CH2:12][CH2:13]1)=[N+:2]=[N-:3]. (8) Given the reactants Cl.[CH2:2]([S:4][C:5]1[CH:6]=[C:7]([NH2:11])[CH:8]=[CH:9][CH:10]=1)[CH3:3].[O:12]=[C:13](Cl)OC(Cl)(Cl)Cl, predict the reaction product. The product is: [CH2:2]([S:4][C:5]1[CH:10]=[CH:9][CH:8]=[C:7]([N:11]=[C:13]=[O:12])[CH:6]=1)[CH3:3]. (9) Given the reactants [OH:1][CH2:2][CH:3]([NH:6][S:7]([C:10]1[S:14][C:13]([NH:15]C(=O)C)=[N:12][C:11]=1[CH3:19])(=[O:9])=[O:8])[CH2:4][OH:5], predict the reaction product. The product is: [OH:1][CH2:2][CH:3]([NH:6][S:7]([C:10]1[S:14][C:13]([NH2:15])=[N:12][C:11]=1[CH3:19])(=[O:9])=[O:8])[CH2:4][OH:5].